This data is from Forward reaction prediction with 1.9M reactions from USPTO patents (1976-2016). The task is: Predict the product of the given reaction. (1) Given the reactants [CH2:1]([O:3][C:4]([C:6]1[CH:7]=[C:8]2[N:13]([C:14]=1[C:15]1[CH:16]=[N:17][C:18]([CH3:21])=[CH:19][CH:20]=1)[CH:12]=[CH:11][C:10]([CH2:22][N:23]=[N+:24]=[N-:25])=[CH:9]2)=[O:5])[CH3:2].[F:26][C:27]([F:35])([F:34])[C:28]([OH:33])([CH2:31][CH3:32])[C:29]#[CH:30], predict the reaction product. The product is: [CH2:1]([O:3][C:4]([C:6]1[CH:7]=[C:8]2[N:13]([C:14]=1[C:15]1[CH:16]=[N:17][C:18]([CH3:21])=[CH:19][CH:20]=1)[CH:12]=[CH:11][C:10]([CH2:22][N:23]1[CH:30]=[C:29]([C:28]([OH:33])([C:27]([F:35])([F:34])[F:26])[CH2:31][CH3:32])[N:25]=[N:24]1)=[CH:9]2)=[O:5])[CH3:2]. (2) The product is: [CH2:26]([NH:28][C:4]([C@@H:6]1[O:10][C:9](=[O:11])[N:8]([C:12]2[CH:17]=[CH:16][C:15]([N:18]3[CH:23]=[CH:22][C:21](=[O:24])[CH2:20][CH2:19]3)=[C:14]([F:25])[CH:13]=2)[CH2:7]1)=[O:5])[CH3:27]. Given the reactants C(O[C:4]([CH:6]1[O:10][C:9](=[O:11])[N:8]([C:12]2[CH:17]=[CH:16][C:15]([N:18]3[CH:23]=[CH:22][C:21](=[O:24])[CH2:20][CH2:19]3)=[C:14]([F:25])[CH:13]=2)[CH2:7]1)=[O:5])C.[CH2:26]([NH2:28])[CH3:27], predict the reaction product. (3) Given the reactants [Cl:1][C:2]1[C:3]([CH3:10])=[C:4]([CH:6]=[CH:7][C:8]=1[CH3:9])N.[OH:11]S(O)(=O)=O.NC(N)=O, predict the reaction product. The product is: [Cl:1][C:2]1[C:3]([CH3:10])=[C:4]([OH:11])[CH:6]=[CH:7][C:8]=1[CH3:9]. (4) Given the reactants N(C(OC(C)C)=O)=NC(OC(C)C)=O.[CH3:15][O:16][C:17](=[O:46])[CH2:18][CH2:19][CH2:20]/[CH:21]=[CH:22]\[CH2:23][C@H:24]1[CH2:28][CH2:27][C@H:26]([OH:29])[C@@H:25]1[C:30]1[CH:35]=[CH:34][C:33]([CH:36]([O:42][C:43](=[O:45])[CH3:44])[CH2:37][CH2:38][CH2:39][CH2:40][CH3:41])=[CH:32][CH:31]=1.[N+:47]([C:50]1[CH:58]=[CH:57][C:53]([C:54](O)=[O:55])=[CH:52][CH:51]=1)([O-:49])=[O:48].C1C=CC(P(C2C=CC=CC=2)C2C=CC=CC=2)=CC=1, predict the reaction product. The product is: [C:43]([O:42][CH:36]([C:33]1[CH:32]=[CH:31][C:30]([C@@H:25]2[C@@H:24]([CH2:23]/[CH:22]=[CH:21]\[CH2:20][CH2:19][CH2:18][C:17]([O:16][CH3:15])=[O:46])[CH2:28][CH2:27][C@H:26]2[O:29][C:54](=[O:55])[C:53]2[CH:52]=[CH:51][C:50]([N+:47]([O-:49])=[O:48])=[CH:58][CH:57]=2)=[CH:35][CH:34]=1)[CH2:37][CH2:38][CH2:39][CH2:40][CH3:41])(=[O:45])[CH3:44]. (5) Given the reactants [CH:1]1[CH:6]=[C:5]([Cl:7])[C:4]([Cl:8])=[C:3]([C:9]2[N:14]=[N:13][C:12]([NH2:15])=[N:11][C:10]=2[NH2:16])[CH:2]=1.[Cl:17][C:18]1[C:26]([Cl:27])=[CH:25][CH:24]=[CH:23][C:19]=1[C:20](Cl)=[O:21], predict the reaction product. The product is: [NH2:16][C:10]1[N:11]=[C:12]([NH:15][C:20](=[O:21])[C:19]2[CH:23]=[CH:24][CH:25]=[C:26]([Cl:27])[C:18]=2[Cl:17])[N:13]=[N:14][C:9]=1[C:3]1[CH:2]=[CH:1][CH:6]=[C:5]([Cl:7])[C:4]=1[Cl:8].